This data is from Forward reaction prediction with 1.9M reactions from USPTO patents (1976-2016). The task is: Predict the product of the given reaction. (1) Given the reactants [CH2:1]([NH:3][C:4](=[O:26])[NH:5][C:6]1[N:11]=[CH:10][C:9](B(O)O)=[C:8]([C:15]2[S:16][CH:17]=[C:18]([C:20]3[CH:25]=[CH:24][CH:23]=[CH:22][CH:21]=3)[N:19]=2)[CH:7]=1)[CH3:2].Br[C:28]1[CH:29]=[C:30]2[C:35](=[CH:36][N:37]=1)[N:34]([C@@H:38]1[CH2:43][CH2:42][CH2:41][N:40]([CH2:44][CH2:45][N:46]([CH2:49][CH3:50])[CH2:47][CH3:48])[CH2:39]1)[CH:33]=[C:32]([C:51]([O:53]CC)=[O:52])[C:31]2=[O:56].C(=O)([O-])[O-].[Cs+].[Cs+].[OH-].[Li+].Cl, predict the reaction product. The product is: [CH2:49]([N:46]([CH2:47][CH3:48])[CH2:45][CH2:44][N:40]1[CH2:41][CH2:42][CH2:43][C@@H:38]([N:34]2[C:35]3[C:30](=[CH:29][C:28]([C:9]4[CH:10]=[N:11][C:6]([NH:5][C:4]([NH:3][CH2:1][CH3:2])=[O:26])=[CH:7][C:8]=4[C:15]4[S:16][CH:17]=[C:18]([C:20]5[CH:25]=[CH:24][CH:23]=[CH:22][CH:21]=5)[N:19]=4)=[N:37][CH:36]=3)[C:31](=[O:56])[C:32]([C:51]([OH:53])=[O:52])=[CH:33]2)[CH2:39]1)[CH3:50]. (2) Given the reactants [NH2:1][C:2]1[C:11]2[N:10]=[CH:9][CH:8]=[CH:7][C:6]=2[C:5]2[CH:12]=[CH:13][C:14]([CH:16]=O)=[CH:15][C:4]=2[N:3]=1.[Br-].[CH2:19]([P+](C1C=CC=CC=1)(C1C=CC=CC=1)C1C=CC=CC=1)[C:20]1[CH:25]=[CH:24][CH:23]=[CH:22][CH:21]=1, predict the reaction product. The product is: [CH2:16]([C:14]1[CH:13]=[CH:12][C:5]2=[C:6]3[C:11](=[C:2]([NH2:1])[N:3]=[C:4]2[CH:15]=1)[N:10]=[CH:9][CH:8]=[CH:7]3)[CH2:19][C:20]1[CH:25]=[CH:24][CH:23]=[CH:22][CH:21]=1. (3) Given the reactants [CH3:1][CH:2]1[C:6]([N:7]2[CH2:11][CH2:10][C:9]3([CH2:16][CH2:15][N:14](C(OC(C)(C)C)=O)[CH2:13][CH2:12]3)[C:8]2=[O:24])=[C:5]([CH3:25])[C:4](=[O:26])[O:3]1.FC(F)(F)C(O)=O, predict the reaction product. The product is: [CH3:1][CH:2]1[C:6]([N:7]2[CH2:11][CH2:10][C:9]3([CH2:16][CH2:15][NH:14][CH2:13][CH2:12]3)[C:8]2=[O:24])=[C:5]([CH3:25])[C:4](=[O:26])[O:3]1. (4) Given the reactants [H-].[Na+].[F:3][C:4]1[CH:5]=[C:6]([CH2:21][OH:22])[CH:7]=[CH:8][C:9]=1[O:10][C:11]1[CH:16]=[CH:15][N:14]=[C:13]([C:17]([F:20])([F:19])[F:18])[CH:12]=1.Cl[C:24]1[CH:25]=[C:26]2[N:33]([CH3:34])[C:32]([CH3:36])([CH3:35])[CH2:31][N:27]2[C:28](=[O:30])[N:29]=1, predict the reaction product. The product is: [F:3][C:4]1[CH:5]=[C:6]([CH:7]=[CH:8][C:9]=1[O:10][C:11]1[CH:16]=[CH:15][N:14]=[C:13]([C:17]([F:18])([F:19])[F:20])[CH:12]=1)[CH2:21][O:22][C:24]1[CH:25]=[C:26]2[N:33]([CH3:34])[C:32]([CH3:36])([CH3:35])[CH2:31][N:27]2[C:28](=[O:30])[N:29]=1. (5) The product is: [OH:34][CH:31]1[CH2:32][CH2:33][N:29]([C:19]([C:18]2[CH:17]=[C:16]([CH:24]=[CH:23][CH:22]=2)[CH2:15][O:14][NH:13][C:11](=[O:12])[C:10]2[CH:25]=[CH:26][CH:27]=[CH:28][C:9]=2[NH:8][CH2:7][C:4]2[CH:5]=[CH:6][N:1]=[CH:2][CH:3]=2)=[O:20])[CH2:30]1. Given the reactants [N:1]1[CH:6]=[CH:5][C:4]([CH2:7][NH:8][C:9]2[CH:28]=[CH:27][CH:26]=[CH:25][C:10]=2[C:11]([NH:13][O:14][CH2:15][C:16]2[CH:17]=[C:18]([CH:22]=[CH:23][CH:24]=2)[C:19](O)=[O:20])=[O:12])=[CH:3][CH:2]=1.[NH:29]1[CH2:33][CH2:32][CH:31]([OH:34])[CH2:30]1, predict the reaction product.